Dataset: Reaction yield outcomes from USPTO patents with 853,638 reactions. Task: Predict the reaction yield, written as a fraction of the theoretical maximum amount of product (1.0 means a 100% yield; for example, 0.34 means a 34% yield). (1) The reactants are [Br:1][C:2]1[CH:3]=[C:4]([N:9]2[C:13](=[O:14])[O:12][N:11]=[C:10]2[C:15]2[C:19]([NH:20][CH2:21][CH2:22][O:23]C)=[N:18][O:17][N:16]=2)[CH:5]=[CH:6][C:7]=1[F:8].B(Br)(Br)Br. The catalyst is ClCCl. The product is [Br:1][C:2]1[CH:3]=[C:4]([N:9]2[C:13](=[O:14])[O:12][N:11]=[C:10]2[C:15]2[C:19]([NH:20][CH2:21][CH2:22][OH:23])=[N:18][O:17][N:16]=2)[CH:5]=[CH:6][C:7]=1[F:8]. The yield is 0.990. (2) The reactants are [Cl-].O[NH3+:3].[C:4](=[O:7])([O-])[OH:5].[Na+].CS(C)=O.[CH2:13]([C:17]1[N:18]=[C:19]([CH3:48])[N:20]([CH2:39][C:40]2[CH:45]=[C:44]([F:46])[CH:43]=[CH:42][C:41]=2[F:47])[C:21](=[O:38])[C:22]=1[CH2:23][C:24]1[CH:29]=[CH:28][C:27]([C:30]2[C:31]([C:36]#[N:37])=[CH:32][CH:33]=[CH:34][CH:35]=2)=[CH:26][CH:25]=1)[CH2:14][CH2:15][CH3:16]. The catalyst is C(OCC)(=O)C. The product is [CH2:13]([C:17]1[N:18]=[C:19]([CH3:48])[N:20]([CH2:39][C:40]2[CH:45]=[C:44]([F:46])[CH:43]=[CH:42][C:41]=2[F:47])[C:21](=[O:38])[C:22]=1[CH2:23][C:24]1[CH:25]=[CH:26][C:27]([C:30]2[CH:35]=[CH:34][CH:33]=[CH:32][C:31]=2[C:36]2[NH:3][C:4](=[O:7])[O:5][N:37]=2)=[CH:28][CH:29]=1)[CH2:14][CH2:15][CH3:16]. The yield is 0.680. (3) The reactants are C([N:8]1[C:12]2[N:13]=[C:14]([NH:27][C:28]3[CH:35]=[CH:34][C:31]([C:32]#[N:33])=[CH:30][CH:29]=3)[N:15]=[C:16]([O:17][C:18]3[C:23]([CH3:24])=[CH:22][C:21]([CH3:25])=[CH:20][C:19]=3[CH3:26])[C:11]=2[CH:10]=[CH:9]1)C1C=CC=CC=1.[Cl-].[Al+3].[Cl-].[Cl-]. The catalyst is ClC1C=CC=CC=1Cl. The product is [CH3:26][C:19]1[CH:20]=[C:21]([CH3:25])[CH:22]=[C:23]([CH3:24])[C:18]=1[O:17][C:16]1[C:11]2[CH:10]=[CH:9][NH:8][C:12]=2[N:13]=[C:14]([NH:27][C:28]2[CH:35]=[CH:34][C:31]([C:32]#[N:33])=[CH:30][CH:29]=2)[N:15]=1. The yield is 0.490. (4) The reactants are [Br:1][C:2]1[C:7]([OH:8])=[CH:6][CH:5]=[CH:4][C:3]=1[C:9](=[O:11])[CH3:10].C(=O)([O-])[O-].[K+].[K+].[CH2:18](I)[CH3:19].C(OCC)(=O)C.CCCCCC. The catalyst is CN(C)C=O.O. The product is [Br:1][C:2]1[C:7]([O:8][CH2:18][CH3:19])=[CH:6][CH:5]=[CH:4][C:3]=1[C:9](=[O:11])[CH3:10]. The yield is 0.670. (5) The reactants are [CH3:1][O:2][C:3]1[CH:4]=[C:5]2[C:10](=[CH:11][C:12]=1[O:13][CH3:14])[N:9]=[CH:8][CH:7]=[C:6]2[O:15][C:16]1[CH:22]=[CH:21][C:19]([NH2:20])=[CH:18][CH:17]=1.C(N(CC)CC)C.ClC(Cl)(O[C:34](=[O:40])OC(Cl)(Cl)Cl)Cl.[CH:42]([N:45]([CH:49]([CH3:51])[CH3:50])[CH2:46][CH2:47][NH2:48])([CH3:44])[CH3:43]. The catalyst is C(Cl)(Cl)Cl.O. The product is [CH:42]([N:45]([CH:49]([CH3:51])[CH3:50])[CH2:46][CH2:47][NH:48][C:34]([NH:20][C:19]1[CH:21]=[CH:22][C:16]([O:15][C:6]2[C:5]3[C:10](=[CH:11][C:12]([O:13][CH3:14])=[C:3]([O:2][CH3:1])[CH:4]=3)[N:9]=[CH:8][CH:7]=2)=[CH:17][CH:18]=1)=[O:40])([CH3:44])[CH3:43]. The yield is 0.330.